This data is from Forward reaction prediction with 1.9M reactions from USPTO patents (1976-2016). The task is: Predict the product of the given reaction. (1) Given the reactants C([O:8][C:9]1[CH2:13][N:12]([C:14]2[CH:23]=[C:22]3[C:17]([CH:18]=[C:19]([C:25]4[CH:30]=[CH:29][CH:28]=[CH:27][C:26]=4[C:31]([F:34])([F:33])[F:32])[NH:20][C:21]3=[O:24])=[CH:16][CH:15]=2)[C:11](=[O:35])[CH:10]=1)C1C=CC=CC=1.[H][H], predict the reaction product. The product is: [OH:8][C:9]1[CH2:13][N:12]([C:14]2[CH:23]=[C:22]3[C:17]([CH:18]=[C:19]([C:25]4[CH:30]=[CH:29][CH:28]=[CH:27][C:26]=4[C:31]([F:34])([F:32])[F:33])[NH:20][C:21]3=[O:24])=[CH:16][CH:15]=2)[C:11](=[O:35])[CH:10]=1. (2) Given the reactants [CH2:1]([N:3]1[CH:7]=[CH:6][C:5]([C:8]([OH:10])=O)=[CH:4]1)[CH3:2].Cl.[CH2:12]([O:14][C:15](=[O:19])[CH2:16][CH2:17][NH2:18])[CH3:13].Cl.C(N=C=NCCCN(C)C)C.C(N(CC)CC)C, predict the reaction product. The product is: [CH2:1]([N:3]1[CH:7]=[CH:6][C:5]([C:8]([NH:18][CH2:17][CH2:16][C:15]([O:14][CH2:12][CH3:13])=[O:19])=[O:10])=[CH:4]1)[CH3:2].